From a dataset of Forward reaction prediction with 1.9M reactions from USPTO patents (1976-2016). Predict the product of the given reaction. (1) Given the reactants CO.C([CH:10]([OH:34])[CH2:11][O:12][CH2:13][CH2:14][O:15][CH2:16][CH2:17][O:18][CH2:19][CH2:20][O:21][CH2:22][CH2:23][O:24][CH2:25][CH2:26][O:27][CH2:28][CH2:29][O:30][CH2:31][CH2:32][OH:33])C1C=CC=CC=1.CCCCCC, predict the reaction product. The product is: [CH2:32]([OH:33])[CH2:31][O:30][CH2:29][CH2:28][O:27][CH2:26][CH2:25][O:24][CH2:23][CH2:22][O:21][CH2:20][CH2:19][O:18][CH2:17][CH2:16][O:15][CH2:14][CH2:13][O:12][CH2:11][CH2:10][OH:34]. (2) Given the reactants [CH2:1]([N:5]([CH2:43][CH:44]([CH3:46])[CH3:45])[C:6]1[CH:11]=[CH:10][C:9]([C:12]2[CH:17]=[CH:16][CH:15]=[CH:14][C:13]=2[C:18]2[N:19]=[N:20][N:21](C(C3C=CC=CC=3)(C3C=CC=CC=3)C3C=CC=CC=3)[N:22]=2)=[CH:8][C:7]=1[NH2:42])[CH:2]([CH3:4])[CH3:3].[Br:47][C:48]1[CH:53]=[CH:52][C:51]([N:54]=[C:55]=[O:56])=[C:50]([F:57])[CH:49]=1.Cl.CN(C=O)C, predict the reaction product. The product is: [Br:47][C:48]1[CH:53]=[CH:52][C:51]([NH:54][C:55]([NH:42][C:7]2[CH:8]=[C:9]([C:12]3[CH:17]=[CH:16][CH:15]=[CH:14][C:13]=3[C:18]3[NH:19][N:20]=[N:21][N:22]=3)[CH:10]=[CH:11][C:6]=2[N:5]([CH2:43][CH:44]([CH3:46])[CH3:45])[CH2:1][CH:2]([CH3:4])[CH3:3])=[O:56])=[C:50]([F:57])[CH:49]=1. (3) Given the reactants Br[C:2]1[CH:3]=[C:4]([N:8]2[CH2:16][CH:15]3[CH2:17][N:11]4[CH2:12][CH:13]([CH2:18][CH:9]2[CH2:10]4)[CH2:14]3)[CH:5]=[N:6][CH:7]=1.[CH3:19][C:20]1[CH:21]=[C:22](B(O)O)[CH:23]=[CH:24][CH:25]=1, predict the reaction product. The product is: [CH3:19][C:20]1[CH:25]=[C:24]([C:2]2[CH:3]=[C:4]([N:8]3[CH2:16][CH:15]4[CH2:17][N:11]5[CH2:12][CH:13]([CH2:18][CH:9]3[CH2:10]5)[CH2:14]4)[CH:5]=[N:6][CH:7]=2)[CH:23]=[CH:22][CH:21]=1.